Predict the product of the given reaction. From a dataset of Forward reaction prediction with 1.9M reactions from USPTO patents (1976-2016). (1) Given the reactants Br[C:2]1[CH:3]=[N:4][N:5]([CH:16]2[CH2:21][CH2:20][CH2:19][CH2:18][O:17]2)[C:6]=1[C:7]1[CH:14]=[CH:13][C:10]([C:11]#[N:12])=[C:9]([Cl:15])[CH:8]=1.[Cu][C:23]#[N:24], predict the reaction product. The product is: [Cl:15][C:9]1[CH:8]=[C:7]([C:6]2[N:5]([CH:16]3[CH2:21][CH2:20][CH2:19][CH2:18][O:17]3)[N:4]=[CH:3][C:2]=2[C:23]#[N:24])[CH:14]=[CH:13][C:10]=1[C:11]#[N:12]. (2) Given the reactants C[O:2][C:3]1[CH:20]=[CH:19][C:6]([CH2:7][C:8]2[S:9][C:10]([C:13]3[CH:18]=[CH:17][CH:16]=[CH:15][CH:14]=3)=[CH:11][CH:12]=2)=[CH:5][CH:4]=1.B(Br)(Br)Br, predict the reaction product. The product is: [C:13]1([C:10]2[S:9][C:8]([CH2:7][C:6]3[CH:5]=[CH:4][C:3]([OH:2])=[CH:20][CH:19]=3)=[CH:12][CH:11]=2)[CH:14]=[CH:15][CH:16]=[CH:17][CH:18]=1. (3) Given the reactants [Cl:1][C:2]1[CH:12]=[CH:11][C:5]([CH2:6][NH:7][C:8](=O)[CH3:9])=[CH:4][CH:3]=1.B.CSC.Cl, predict the reaction product. The product is: [Cl:1][C:2]1[CH:3]=[CH:4][C:5]([CH2:6][NH:7][CH2:8][CH3:9])=[CH:11][CH:12]=1. (4) Given the reactants C(O)(C(F)(F)F)=O.C(OC([NH:15][C@H:16]1[C:24]2[C:19](=[CH:20][CH:21]=[C:22]([C:25]([O:27][CH3:28])=[O:26])[CH:23]=2)[CH2:18][CH2:17]1)=O)(C)(C)C, predict the reaction product. The product is: [NH2:15][C@H:16]1[C:24]2[C:19](=[CH:20][CH:21]=[C:22]([C:25]([O:27][CH3:28])=[O:26])[CH:23]=2)[CH2:18][CH2:17]1. (5) The product is: [CH:1]1([CH:7]([NH:29][C:30]2[CH:31]=[CH:32][C:33]([C:36]([O:38][CH3:39])=[O:37])=[N:34][CH:35]=2)[C:9]2[O:10][C:11]3[CH:18]=[CH:17][C:16]([F:19])=[CH:15][C:12]=3[C:13]=2[CH3:14])[CH2:6][CH2:5][CH2:4][CH2:3][CH2:2]1. Given the reactants [CH:1]1([CH:7]([C:9]2[O:10][C:11]3[CH:18]=[CH:17][C:16]([F:19])=[CH:15][C:12]=3[C:13]=2[CH3:14])O)[CH2:6][CH2:5][CH2:4][CH2:3][CH2:2]1.S(Cl)(Cl)=O.C(=O)([O-])O.[Na+].[NH2:29][C:30]1[CH:31]=[CH:32][C:33]([C:36]([O:38][CH3:39])=[O:37])=[N:34][CH:35]=1.[I-].[Na+].C(=O)([O-])[O-].[Na+].[Na+].[Cl-].[NH4+], predict the reaction product. (6) Given the reactants [F:1][C:2]1[CH:7]=[CH:6][CH:5]=[CH:4][C:3]=1[N:8]=[C:9]=[O:10].[NH2:11][C:12]1[CH:17]=[CH:16][C:15]([C:18]2[CH:22]=[C:21]([C:23]([N:25]3[CH2:29][CH2:28][CH2:27][C@@H:26]3[C:30]([O:32][CH3:33])=[O:31])=[O:24])[O:20][N:19]=2)=[CH:14][CH:13]=1, predict the reaction product. The product is: [F:1][C:2]1[CH:7]=[CH:6][CH:5]=[CH:4][C:3]=1[NH:8][C:9](=[O:10])[NH:11][C:12]1[CH:17]=[CH:16][C:15]([C:18]2[CH:22]=[C:21]([C:23]([N:25]3[CH2:29][CH2:28][CH2:27][C@@H:26]3[C:30]([O:32][CH3:33])=[O:31])=[O:24])[O:20][N:19]=2)=[CH:14][CH:13]=1.